Task: Predict the reactants needed to synthesize the given product.. Dataset: Full USPTO retrosynthesis dataset with 1.9M reactions from patents (1976-2016) (1) The reactants are: [CH2:1]([C:5]1[CH:10]=[CH:9][C:8]([C:11]#[C:12][C:13]2[CH:47]=[CH:46][C:16]([CH2:17][N:18]([C:33]3[CH:45]=[CH:44][C:36]4[O:37]C(C)(C)[O:39][C:40](=[O:41])[C:35]=4[CH:34]=3)[C:19](=[O:32])[C:20]3[CH:25]=[CH:24][C:23]([CH2:26][CH2:27][CH2:28][CH2:29][CH2:30][CH3:31])=[CH:22][CH:21]=3)=[CH:15][CH:14]=2)=[CH:7][CH:6]=1)[CH2:2][CH2:3][CH3:4].[OH-].[Na+]. Given the product [CH2:1]([C:5]1[CH:6]=[CH:7][C:8]([C:11]#[C:12][C:13]2[CH:47]=[CH:46][C:16]([CH2:17][N:18]([C:19](=[O:32])[C:20]3[CH:25]=[CH:24][C:23]([CH2:26][CH2:27][CH2:28][CH2:29][CH2:30][CH3:31])=[CH:22][CH:21]=3)[C:33]3[CH:45]=[CH:44][C:36]([OH:37])=[C:35]([CH:34]=3)[C:40]([OH:41])=[O:39])=[CH:15][CH:14]=2)=[CH:9][CH:10]=1)[CH2:2][CH2:3][CH3:4], predict the reactants needed to synthesize it. (2) Given the product [CH3:18][N:16]1[C:17]2[C:9]3=[C:8]([O:19][C:20]4[CH:25]=[CH:24][CH:23]=[CH:22][CH:21]=4)[S:7][C:6]([C:4]([OH:5])=[O:3])=[C:10]3[CH2:11][CH2:12][C:13]=2[CH:14]=[N:15]1, predict the reactants needed to synthesize it. The reactants are: C([O:3][C:4]([C:6]1[S:7][C:8]([O:19][C:20]2[CH:25]=[CH:24][CH:23]=[CH:22][CH:21]=2)=[C:9]2[C:17]3[N:16]([CH3:18])[N:15]=[CH:14][C:13]=3[CH2:12][CH2:11][C:10]=12)=[O:5])C.[OH-].[K+]. (3) Given the product [OH:30][C@H:2]1[CH2:6][CH2:5][N:4]([CH2:7][CH2:8][CH2:9][O:10][C:11]2[CH:16]=[CH:15][C:14]([C:17]3[CH:22]=[CH:21][C:20]([C:23]#[N:24])=[CH:19][CH:18]=3)=[CH:13][CH:12]=2)[CH2:3]1, predict the reactants needed to synthesize it. The reactants are: N[C@@H:2]1[CH2:6][CH2:5][N:4]([CH2:7][CH2:8][CH2:9][O:10][C:11]2[CH:16]=[CH:15][C:14]([C:17]3[CH:22]=[CH:21][C:20]([C:23]#[N:24])=[CH:19][CH:18]=3)=[CH:13][CH:12]=2)[CH2:3]1.N1CC[C@H]([OH:30])C1.C(=O)([O-])[O-].[K+].[K+].[I-].[K+]. (4) Given the product [Cl:1][C:2]1[CH:9]=[C:8]([O:10][CH2:18][C:19]2[CH:24]=[CH:23][CH:22]=[CH:21][CH:20]=2)[CH:7]=[C:6]([Cl:11])[C:3]=1[CH:4]=[O:5], predict the reactants needed to synthesize it. The reactants are: [Cl:1][C:2]1[CH:9]=[C:8]([OH:10])[CH:7]=[C:6]([Cl:11])[C:3]=1[CH:4]=[O:5].C(=O)([O-])[O-].[K+].[K+].[CH2:18](Br)[C:19]1[CH:24]=[CH:23][CH:22]=[CH:21][CH:20]=1.